This data is from NCI-60 drug combinations with 297,098 pairs across 59 cell lines. The task is: Regression. Given two drug SMILES strings and cell line genomic features, predict the synergy score measuring deviation from expected non-interaction effect. (1) Drug 1: C1=NC2=C(N1)C(=S)N=C(N2)N. Drug 2: CS(=O)(=O)OCCCCOS(=O)(=O)C. Cell line: SK-OV-3. Synergy scores: CSS=39.2, Synergy_ZIP=-4.74, Synergy_Bliss=-2.45, Synergy_Loewe=-38.3, Synergy_HSA=-2.47. (2) Drug 1: C1=CC(=CC=C1CC(C(=O)O)N)N(CCCl)CCCl.Cl. Drug 2: CC(C)(C#N)C1=CC(=CC(=C1)CN2C=NC=N2)C(C)(C)C#N. Cell line: HCT-15. Synergy scores: CSS=20.1, Synergy_ZIP=-3.65, Synergy_Bliss=1.69, Synergy_Loewe=-1.52, Synergy_HSA=-2.15. (3) Drug 1: CCCCC(=O)OCC(=O)C1(CC(C2=C(C1)C(=C3C(=C2O)C(=O)C4=C(C3=O)C=CC=C4OC)O)OC5CC(C(C(O5)C)O)NC(=O)C(F)(F)F)O. Drug 2: C1CN(CCN1C(=O)CCBr)C(=O)CCBr. Cell line: K-562. Synergy scores: CSS=80.7, Synergy_ZIP=-3.67, Synergy_Bliss=-2.48, Synergy_Loewe=-12.9, Synergy_HSA=1.58. (4) Drug 1: CC1=C(C(=O)C2=C(C1=O)N3CC4C(C3(C2COC(=O)N)OC)N4)N. Drug 2: COC1=C2C(=CC3=C1OC=C3)C=CC(=O)O2. Cell line: OVCAR3. Synergy scores: CSS=2.49, Synergy_ZIP=4.03, Synergy_Bliss=8.00, Synergy_Loewe=-4.55, Synergy_HSA=2.02. (5) Drug 1: CC(CN1CC(=O)NC(=O)C1)N2CC(=O)NC(=O)C2. Drug 2: CC1=C2C(C(=O)C3(C(CC4C(C3C(C(C2(C)C)(CC1OC(=O)C(C(C5=CC=CC=C5)NC(=O)OC(C)(C)C)O)O)OC(=O)C6=CC=CC=C6)(CO4)OC(=O)C)O)C)O. Cell line: ACHN. Synergy scores: CSS=42.1, Synergy_ZIP=-12.0, Synergy_Bliss=-0.287, Synergy_Loewe=1.49, Synergy_HSA=3.62. (6) Drug 1: CNC(=O)C1=CC=CC=C1SC2=CC3=C(C=C2)C(=NN3)C=CC4=CC=CC=N4. Drug 2: C1=NC2=C(N1)C(=S)N=CN2. Cell line: CCRF-CEM. Synergy scores: CSS=39.6, Synergy_ZIP=-12.1, Synergy_Bliss=-11.1, Synergy_Loewe=-19.9, Synergy_HSA=-9.61.